From a dataset of Forward reaction prediction with 1.9M reactions from USPTO patents (1976-2016). Predict the product of the given reaction. (1) Given the reactants [CH3:1][N:2]([CH3:45])[CH2:3][CH2:4][CH2:5][NH:6][C:7]1[CH:12]=[C:11]([C:13]2[NH:17][C:16]3[CH:18]=[CH:19][CH:20]=[C:21]([NH:22][C:23]([C:25]4[CH:44]=[CH:43][C:28]([CH2:29][N:30]5[CH2:35][CH2:34][N:33](C(OC(C)(C)C)=O)[CH2:32][CH2:31]5)=[CH:27][CH:26]=4)=[O:24])[C:15]=3[N:14]=2)[CH:10]=[CH:9][N:8]=1.[ClH:46].CO, predict the reaction product. The product is: [ClH:46].[ClH:46].[ClH:46].[CH3:45][N:2]([CH3:1])[CH2:3][CH2:4][CH2:5][NH:6][C:7]1[CH:12]=[C:11]([C:13]2[NH:17][C:16]3[CH:18]=[CH:19][CH:20]=[C:21]([NH:22][C:23](=[O:24])[C:25]4[CH:44]=[CH:43][C:28]([CH2:29][N:30]5[CH2:35][CH2:34][NH:33][CH2:32][CH2:31]5)=[CH:27][CH:26]=4)[C:15]=3[N:14]=2)[CH:10]=[CH:9][N:8]=1. (2) Given the reactants [NH2:1][C:2]1[CH:3]=[C:4]2[C:8](=[CH:9][CH:10]=1)[NH:7][CH:6]=[C:5]2[CH2:11][CH2:12][C:13]1[CH:18]=[CH:17][N:16]=[CH:15][CH:14]=1.[C:19]1([N:25]=[C:26]=[O:27])[CH:24]=[CH:23][CH:22]=[CH:21][CH:20]=1, predict the reaction product. The product is: [C:19]1([NH:25][C:26]([NH:1][C:2]2[CH:3]=[C:4]3[C:8](=[CH:9][CH:10]=2)[NH:7][CH:6]=[C:5]3[CH2:11][CH2:12][C:13]2[CH:18]=[CH:17][N:16]=[CH:15][CH:14]=2)=[O:27])[CH:24]=[CH:23][CH:22]=[CH:21][CH:20]=1. (3) Given the reactants [Cl:1][C:2]1[C:3]([F:25])=[N:4][C:5]([NH:20][CH2:21][C:22](O)=[O:23])=[C:6]([Cl:19])[C:7]=1[O:8][C:9]1[CH:14]=[CH:13][C:12]([OH:15])=[C:11]([CH:16]([CH3:18])[CH3:17])[CH:10]=1.CC(C[Al]CC(C)C)C, predict the reaction product. The product is: [Cl:1][C:2]1[C:3]([F:25])=[N:4][C:5]([NH:20][CH2:21][CH2:22][OH:23])=[C:6]([Cl:19])[C:7]=1[O:8][C:9]1[CH:14]=[CH:13][C:12]([OH:15])=[C:11]([CH:16]([CH3:18])[CH3:17])[CH:10]=1. (4) Given the reactants [CH3:1][C:2]1[CH:7]=[CH:6][N:5]=[CH:4][C:3]=1[C:8]1[CH:9]=[C:10]2[C:16]([CH:17]=O)=[N:15][N:14]([CH:19]3[CH2:24][CH2:23][CH2:22][CH2:21][O:20]3)[C:11]2=[N:12][CH:13]=1.[NH2:25][C:26]1[CH:27]=[N:28][CH:29]=[CH:30][C:31]=1[NH2:32].[S], predict the reaction product. The product is: [N:32]1[C:31]2[CH:30]=[CH:29][N:28]=[CH:27][C:26]=2[NH:25][C:17]=1[C:16]1[C:10]2[C:11](=[N:12][CH:13]=[C:8]([C:3]3[CH:4]=[N:5][CH:6]=[CH:7][C:2]=3[CH3:1])[CH:9]=2)[N:14]([CH:19]2[CH2:24][CH2:23][CH2:22][CH2:21][O:20]2)[N:15]=1. (5) Given the reactants [CH2:1](P(CCCC)CCCC)CCC.N(C(OC(C)C)=O)=NC(OC(C)C)=O.[C:28]1([S:34]([CH2:37][C:38]2[C:43]([C:44]([OH:46])=[O:45])=[C:42]([OH:47])[C:41]([C:48]3[CH:52]=[CH:51][O:50][CH:49]=3)=[CH:40][CH:39]=2)(=[O:36])=[O:35])[CH:33]=[CH:32][CH:31]=[CH:30][CH:29]=1.[C:53]([N:60]1[CH2:63][CH:62](O)[CH2:61]1)([O:55][C:56]([CH3:59])([CH3:58])[CH3:57])=[O:54], predict the reaction product. The product is: [C:28]1([S:34]([CH2:37][C:38]2[C:43]([C:44]([O:46][CH3:1])=[O:45])=[C:42]([C:41]([C:48]3[CH:52]=[CH:51][O:50][CH:49]=3)=[CH:40][CH:39]=2)[O:47][CH:62]2[CH2:63][N:60]([C:53]([O:55][C:56]([CH3:59])([CH3:58])[CH3:57])=[O:54])[CH2:61]2)(=[O:36])=[O:35])[CH:29]=[CH:30][CH:31]=[CH:32][CH:33]=1. (6) The product is: [OH:23][C:20]1[CH:21]=[CH:22][C:17]2[N:16]([CH3:24])[C:15](=[O:25])[N:14]([CH2:13][C@H:10]3[CH2:11][CH2:12][C@H:7]([C:5]([OH:6])=[O:4])[CH2:8][CH2:9]3)[C:18]=2[CH:19]=1. Given the reactants [Li+].[OH-].C[O:4][C:5]([C@H:7]1[CH2:12][CH2:11][C@H:10]([CH2:13][N:14]2[C:18]3[CH:19]=[C:20]([OH:23])[CH:21]=[CH:22][C:17]=3[N:16]([CH3:24])[C:15]2=[O:25])[CH2:9][CH2:8]1)=[O:6], predict the reaction product. (7) Given the reactants Cl.[CH2:2]1[C:11]2[C:6](=[CH:7][CH:8]=[C:9]([C:12]([O:14][CH3:15])=[O:13])[CH:10]=2)[CH2:5][CH2:4][NH:3]1.CCN(C(C)C)C(C)C.[CH3:25][C:26]([O:29][C:30](O[C:30]([O:29][C:26]([CH3:28])([CH3:27])[CH3:25])=[O:31])=[O:31])([CH3:28])[CH3:27], predict the reaction product. The product is: [CH2:2]1[C:11]2[C:6](=[CH:7][CH:8]=[C:9]([C:12]([O:14][CH3:15])=[O:13])[CH:10]=2)[CH2:5][CH2:4][N:3]1[C:30]([O:29][C:26]([CH3:28])([CH3:27])[CH3:25])=[O:31].